From a dataset of HIV replication inhibition screening data with 41,000+ compounds from the AIDS Antiviral Screen. Binary Classification. Given a drug SMILES string, predict its activity (active/inactive) in a high-throughput screening assay against a specified biological target. (1) The result is 0 (inactive). The compound is Cc1ncc2c(n1)NC(=O)NC2. (2) The molecule is NS(=O)(=O)c1ccc(Nc2c3ccccc3nc3c(C(=O)N4CCN(CCO)CC4)cccc23)cc1. The result is 0 (inactive). (3) The compound is O=c1[nH]c2ccc(CC(=S)N3CCN(c4ccccc4)CC3)cc2s1. The result is 1 (active). (4) The compound is Cc1nc(Nc2ccc([N+](=O)[O-])cc2)sc1C(C=Cc1ccc(N(C)C)cc1)=NNC(=O)c1ccccc1. The result is 0 (inactive). (5) The drug is Cc1cn(C2CC(N=[N+]=[N-])C(COC(=O)C3CCC4C5CCC6=CC(=O)CCC6(C)C5C(O)CC34C)O2)c(=O)[nH]c1=O. The result is 1 (active). (6) The compound is CCOC(=O)CCc1c(C)c2c(OC)cc(OC)cc2oc1=O. The result is 0 (inactive). (7) The drug is COC1C=COC2(C)Oc3c(C)c(O)c4c(O)c(c(C=Nn5c(=O)[nH]c6ccccc6c5=O)c(O)c4c3C2=O)NC(=O)C(C)=CC=CC(C)C(O)C(C)C(O)C(C)C(OC(C)=O)C1C. The result is 0 (inactive).